This data is from Forward reaction prediction with 1.9M reactions from USPTO patents (1976-2016). The task is: Predict the product of the given reaction. Given the reactants C([O:3][C:4]([C:6]1[C:7]([C:17]([F:20])([F:19])[F:18])=[N:8][N:9]([C:11]2[CH:16]=[CH:15][CH:14]=[CH:13][N:12]=2)[CH:10]=1)=[O:5])C.[OH-].[Na+].Cl, predict the reaction product. The product is: [N:12]1[CH:13]=[CH:14][CH:15]=[CH:16][C:11]=1[N:9]1[CH:10]=[C:6]([C:4]([OH:5])=[O:3])[C:7]([C:17]([F:20])([F:18])[F:19])=[N:8]1.